This data is from Reaction yield outcomes from USPTO patents with 853,638 reactions. The task is: Predict the reaction yield, written as a fraction of the theoretical maximum amount of product (1.0 means a 100% yield; for example, 0.34 means a 34% yield). (1) The reactants are [C:1](Cl)(=O)C(Cl)=O.[Br:7][C:8]1[S:12][C:11]([C:13]([OH:15])=[O:14])=[N:10][CH:9]=1.CN(C=O)C.CO. The catalyst is C(Cl)Cl.C([O-])(O)=O.[Na+].CCOC(C)=O.CCCCCCC. The product is [Br:7][C:8]1[S:12][C:11]([C:13]([O:15][CH3:1])=[O:14])=[N:10][CH:9]=1. The yield is 0.510. (2) The reactants are [C:1]([O:5][C:6](=[O:27])[NH:7][C@H:8]([C:11]1[CH:16]=[CH:15][C:14]([O:17]CC2C=CC=CC=2)=[CH:13][C:12]=1[O:25][CH3:26])[CH2:9][OH:10])([CH3:4])([CH3:3])[CH3:2]. The catalyst is CO.[Pd]. The product is [C:1]([O:5][C:6](=[O:27])[NH:7][C@H:8]([C:11]1[CH:16]=[CH:15][C:14]([OH:17])=[CH:13][C:12]=1[O:25][CH3:26])[CH2:9][OH:10])([CH3:4])([CH3:3])[CH3:2]. The yield is 1.00. (3) The reactants are Br[CH2:2][C:3]([C:5]1[C:10]([CH3:11])=[CH:9][C:8]([S:12]([CH3:15])(=[O:14])=[O:13])=[CH:7][C:6]=1[CH3:16])=O.[NH2:17][C:18]([NH2:20])=[S:19]. The catalyst is CCO. The product is [CH3:16][C:6]1[CH:7]=[C:8]([S:12]([CH3:15])(=[O:14])=[O:13])[CH:9]=[C:10]([CH3:11])[C:5]=1[C:3]1[N:17]=[C:18]([NH2:20])[S:19][CH:2]=1. The yield is 0.470. (4) The yield is 0.640. The product is [CH3:1][O:2][C:3]1[C:8]2[CH:9]([NH2:12])[CH2:10][O:11][C:7]=2[CH:6]=[CH:5][CH:4]=1. The catalyst is C(O)C.[Pd]. The reactants are [CH3:1][O:2][C:3]1[C:8]2[C:9](=[N:12]O)[CH2:10][O:11][C:7]=2[CH:6]=[CH:5][CH:4]=1. (5) The reactants are Br[CH2:2][CH2:3][O:4][CH3:5].[N+:6]([C:9]1[CH:14]=[CH:13][C:12]([N:15]2[CH2:20][CH2:19][NH:18][CH2:17][CH2:16]2)=[CH:11][CH:10]=1)([O-:8])=[O:7].CCN(CC)CC. The catalyst is CN(C=O)C. The product is [CH3:5][O:4][CH2:3][CH2:2][N:18]1[CH2:19][CH2:20][N:15]([C:12]2[CH:11]=[CH:10][C:9]([N+:6]([O-:8])=[O:7])=[CH:14][CH:13]=2)[CH2:16][CH2:17]1. The yield is 0.651. (6) The reactants are [N+:1]([C:4]1[CH:5]=[C:6]([C:11]([F:14])([F:13])[F:12])[C:7](O)=[N:8][CH:9]=1)([O-:3])=[O:2].O=S(Cl)[Cl:17].CN(C=O)C. No catalyst specified. The product is [Cl:17][C:7]1[C:6]([C:11]([F:14])([F:13])[F:12])=[CH:5][C:4]([N+:1]([O-:3])=[O:2])=[CH:9][N:8]=1. The yield is 0.735.